Dataset: Reaction yield outcomes from USPTO patents with 853,638 reactions. Task: Predict the reaction yield, written as a fraction of the theoretical maximum amount of product (1.0 means a 100% yield; for example, 0.34 means a 34% yield). (1) The reactants are [CH:1]1([C:6]([C:8]2[CH:13]=[C:12]([CH3:14])[CH:11]=[CH:10][C:9]=2[NH:15][C:16]([NH:18][C:19]2[S:20][CH:21]=[C:22]([CH2:24][CH:25]=O)[N:23]=2)=[O:17])=[O:7])[CH2:5][CH2:4][CH2:3][CH2:2]1.[C:27]([CH:32]=P(C1C=CC=CC=1)(C1C=CC=CC=1)C1C=CC=CC=1)([O:29][CH2:30][CH3:31])=[O:28]. No catalyst specified. The product is [CH2:30]([O:29][C:27](=[O:28])[CH:32]=[CH:25][CH2:24][C:22]1[N:23]=[C:19]([NH:18][C:16]([NH:15][C:9]2[CH:10]=[CH:11][C:12]([CH3:14])=[CH:13][C:8]=2[C:6]([CH:1]2[CH2:5][CH2:4][CH2:3][CH2:2]2)=[O:7])=[O:17])[S:20][CH:21]=1)[CH3:31]. The yield is 0.420. (2) The reactants are C([O:5][C:6](=O)[NH:7][C:8]1[S:9][C:10]2[C:16]([C:17]3[CH:22]=[CH:21][CH:20]=[CH:19][CH:18]=3)=[CH:15][CH:14]=[C:13]([O:23][CH3:24])[C:11]=2[N:12]=1)(C)(C)C.[NH:26]1[CH2:31][CH2:30][S:29][CH2:28][CH2:27]1. No catalyst specified. The product is [CH3:24][O:23][C:13]1[C:11]2[N:12]=[C:8]([NH:7][C:6]([N:26]3[CH2:31][CH2:30][S:29][CH2:28][CH2:27]3)=[O:5])[S:9][C:10]=2[C:16]([C:17]2[CH:22]=[CH:21][CH:20]=[CH:19][CH:18]=2)=[CH:15][CH:14]=1. The yield is 0.880. (3) The reactants are [N+:1]([C:4]1[CH:9]=[CH:8][C:7]([CH2:10][CH:11]([OH:13])[CH3:12])=[CH:6][CH:5]=1)([O-:3])=[O:2].[C:14](O[C:14](=[O:17])[CH2:15][CH3:16])(=[O:17])[CH2:15][CH3:16]. The catalyst is C1C=CC=CC=1. The product is [C:14]([O:13][C@H:11]([CH3:12])[CH2:10][C:7]1[CH:6]=[CH:5][C:4]([N+:1]([O-:3])=[O:2])=[CH:9][CH:8]=1)(=[O:17])[CH2:15][CH3:16].[N+:1]([C:4]1[CH:5]=[CH:6][C:7]([CH2:10][C@@H:11]([OH:13])[CH3:12])=[CH:8][CH:9]=1)([O-:3])=[O:2]. The yield is 0.580. (4) The reactants are [I:1][C:2]1[CH:9]=[CH:8][CH:7]=[CH:6][C:3]=1[CH2:4]Br.[P:10]([O:17]CC)([O:14][CH2:15][CH3:16])[O:11][CH2:12][CH3:13]. The catalyst is CCOC(C)=O. The product is [I:1][C:2]1[CH:9]=[CH:8][CH:7]=[CH:6][C:3]=1[CH2:4][P:10](=[O:17])([O:14][CH2:15][CH3:16])[O:11][CH2:12][CH3:13]. The yield is 0.390. (5) The reactants are [Cl:1][C:2]1[N:11]=[CH:10][C:9]2[NH:8][CH2:7][C@@H:6]3[CH2:12][O:13][CH2:14][CH2:15][N:5]3[C:4]=2[N:3]=1.[OH:16][CH:17]1[CH2:22][CH2:21][C:20](=O)[CH2:19][CH2:18]1.[Na]. The catalyst is C(Cl)Cl.[Ti](Cl)(Cl)(Cl)Cl. The product is [Cl:1][C:2]1[N:11]=[CH:10][C:9]2[N:8]([CH:20]3[CH2:21][CH2:22][CH:17]([OH:16])[CH2:18][CH2:19]3)[CH2:7][C@@H:6]3[CH2:12][O:13][CH2:14][CH2:15][N:5]3[C:4]=2[N:3]=1. The yield is 0.0800. (6) The reactants are [CH3:1][O:2][C:3](=[O:15])[C:4]1[CH:9]=[CH:8][C:7]([OH:10])=[CH:6][C:5]=1[C:11]([F:14])([F:13])[F:12].[Na+].[I-].C([O-])([O-])=O.[K+].[K+].Br[CH2:25][CH:26]1[CH2:28][CH2:27]1. The catalyst is CC(C)=O. The product is [CH3:1][O:2][C:3](=[O:15])[C:4]1[CH:9]=[CH:8][C:7]([O:10][CH2:25][CH:26]2[CH2:28][CH2:27]2)=[CH:6][C:5]=1[C:11]([F:13])([F:12])[F:14]. The yield is 0.920.